From a dataset of Catalyst prediction with 721,799 reactions and 888 catalyst types from USPTO. Predict which catalyst facilitates the given reaction. (1) Reactant: [CH3:1][Si:2]([CH3:33])([CH3:32])[CH2:3][CH2:4][O:5][CH2:6][N:7]([CH2:24][O:25][CH2:26][CH2:27][Si:28]([CH3:31])([CH3:30])[CH3:29])[C:8]1[N:13]2[N:14]=[CH:15][CH:16]=[C:12]2[N:11]=[C:10]([CH:17]2[CH2:22][CH2:21][C:20](=[O:23])[CH2:19][CH2:18]2)[CH:9]=1.C1C(=O)N([I:41])C(=O)C1. Product: [CH3:29][Si:28]([CH3:31])([CH3:30])[CH2:27][CH2:26][O:25][CH2:24][N:7]([CH2:6][O:5][CH2:4][CH2:3][Si:2]([CH3:33])([CH3:32])[CH3:1])[C:8]1[N:13]2[N:14]=[CH:15][C:16]([I:41])=[C:12]2[N:11]=[C:10]([CH:17]2[CH2:22][CH2:21][C:20](=[O:23])[CH2:19][CH2:18]2)[CH:9]=1. The catalyst class is: 23. (2) Reactant: C([O:3][C:4](=[O:23])[C:5]([CH2:15][C:16]1[CH:21]=[CH:20][C:19]([OH:22])=[CH:18][CH:17]=1)([O:8][C:9]1[CH:14]=[CH:13][CH:12]=[CH:11][CH:10]=1)[CH2:6][CH3:7])C.[CH3:24][C:25]1[O:29][C:28]([C:30]2[CH:35]=[CH:34][C:33]([C:36]3[CH:41]=[CH:40][CH:39]=[CH:38][CH:37]=3)=[CH:32][CH:31]=2)=[N:27][C:26]=1[CH2:42][CH2:43]OS(C1C=CC(C)=CC=1)(=O)=O.C([O-])([O-])=O.[K+].[K+].[OH-].[Na+]. Product: [C:33]1([C:36]2[CH:37]=[CH:38][CH:39]=[CH:40][CH:41]=2)[CH:34]=[CH:35][C:30]([C:28]2[O:29][C:25]([CH3:24])=[C:26]([CH2:42][CH2:43][O:22][C:19]3[CH:20]=[CH:21][C:16]([CH2:15][C:5]([O:8][C:9]4[CH:14]=[CH:13][CH:12]=[CH:11][CH:10]=4)([CH2:6][CH3:7])[C:4]([OH:3])=[O:23])=[CH:17][CH:18]=3)[N:27]=2)=[CH:31][CH:32]=1. The catalyst class is: 8. (3) Reactant: [CH2:1]([C:5]1([CH2:26][CH2:27][CH2:28][CH3:29])[N:11]=[C:10]([C:12]2[CH:17]=[CH:16][CH:15]=[CH:14][CH:13]=2)[C:9]2[CH:18]=[C:19]([O:24][CH3:25])[C:20]([CH2:22][OH:23])=[CH:21][C:8]=2[S:7][CH2:6]1)[CH2:2][CH2:3][CH3:4].B.C1COCC1. Product: [CH2:1]([C:5]1([CH2:26][CH2:27][CH2:28][CH3:29])[NH:11][CH:10]([C:12]2[CH:17]=[CH:16][CH:15]=[CH:14][CH:13]=2)[C:9]2[CH:18]=[C:19]([O:24][CH3:25])[C:20]([CH2:22][OH:23])=[CH:21][C:8]=2[S:7][CH2:6]1)[CH2:2][CH2:3][CH3:4]. The catalyst class is: 1. (4) Reactant: [CH3:1][NH:2][C:3]1[CH:18]=[CH:17][C:6]([O:7][C:8]2[CH:13]=[CH:12][N:11]=[C:10]([C:14]([NH2:16])=[O:15])[CH:9]=2)=[CH:5][C:4]=1[N+:19]([O-])=O. Product: [NH2:19][C:4]1[CH:5]=[C:6]([CH:17]=[CH:18][C:3]=1[NH:2][CH3:1])[O:7][C:8]1[CH:13]=[CH:12][N:11]=[C:10]([C:14]([NH2:16])=[O:15])[CH:9]=1. The catalyst class is: 19. (5) Reactant: [CH3:1][O:2][C:3]1[CH:4]=[C:5]2[C:10](=[CH:11][C:12]=1[O:13][CH3:14])[N:9]=[C:8]([N:15]([CH2:17][C:18]1([C:24]3[CH:29]=[CH:28][CH:27]=[CH:26][CH:25]=3)[CH2:23][CH2:22][NH:21][CH2:20][CH2:19]1)[CH3:16])[N:7]=[C:6]2[NH2:30].Cl[C:32]([O:34][CH2:35][CH3:36])=[O:33].C(N(CC)CC)C. Product: [CH2:35]([O:34][C:32]([N:21]1[CH2:20][CH2:19][C:18]([CH2:17][N:15]([C:8]2[N:7]=[C:6]([NH2:30])[C:5]3[C:10](=[CH:11][C:12]([O:13][CH3:14])=[C:3]([O:2][CH3:1])[CH:4]=3)[N:9]=2)[CH3:16])([C:24]2[CH:29]=[CH:28][CH:27]=[CH:26][CH:25]=2)[CH2:23][CH2:22]1)=[O:33])[CH3:36]. The catalyst class is: 46. (6) Reactant: F[B]F.[NH2:4][C@H:5]1[C:9]2([CH2:11][CH2:10]2)[CH2:8][N:7]([C:12]2[C:21]([O:22][CH3:23])=[C:20]3[C:15]([C:16](=[O:31])[C:17]([C:28]([OH:30])=[O:29])=[CH:18][N:19]3[C@@H:24]3[CH2:26][C@@H:25]3[F:27])=[CH:14][C:13]=2[F:32])[CH2:6]1. Product: [NH2:4][C@H:5]1[C:9]2([CH2:10][CH2:11]2)[CH2:8][N:7]([C:12]2[C:21]([O:22][CH3:23])=[C:20]3[C:15]([C:16](=[O:31])[C:17]([C:28]([OH:30])=[O:29])=[CH:18][N:19]3[C@@H:24]3[CH2:26][C@@H:25]3[F:27])=[CH:14][C:13]=2[F:32])[CH2:6]1. The catalyst class is: 66. (7) Reactant: [CH:1]([C:3]1[C:4]([NH:15][C:16](=[O:21])[C:17]([CH3:20])([CH3:19])[CH3:18])=[N:5][CH:6]=[C:7]([C:9]2[CH:14]=[CH:13][CH:12]=[CH:11][CH:10]=2)[CH:8]=1)=O.[C:22]1([NH2:29])[CH:27]=[CH:26][CH:25]=[CH:24][C:23]=1[NH2:28].OS([O-])=O.[Na+]. Product: [NH:28]1[C:23]2[CH:24]=[CH:25][CH:26]=[CH:27][C:22]=2[N:29]=[C:1]1[C:3]1[C:4]([NH:15][C:16](=[O:21])[C:17]([CH3:20])([CH3:19])[CH3:18])=[N:5][CH:6]=[C:7]([C:9]2[CH:14]=[CH:13][CH:12]=[CH:11][CH:10]=2)[CH:8]=1. The catalyst class is: 44.